Dataset: Full USPTO retrosynthesis dataset with 1.9M reactions from patents (1976-2016). Task: Predict the reactants needed to synthesize the given product. (1) Given the product [C:1]([O:5][C:6](=[O:16])[NH:7][C@@H:8]([C:10]1([OH:15])[CH2:14][CH2:13][CH2:12][CH2:11]1)[CH3:9])([CH3:2])([CH3:3])[CH3:4], predict the reactants needed to synthesize it. The reactants are: [C:1]([O:5][C:6](=[O:16])[NH:7][C@@H:8]([C:10]1([OH:15])[CH2:14][CH:13]=[CH:12][CH2:11]1)[CH3:9])([CH3:4])([CH3:3])[CH3:2]. (2) Given the product [P:39]([O:51][CH2:52][N:34]1[C:31]2=[N:32][CH:33]=[C:28]([C:26](=[O:27])[NH:25][CH:22]3[CH2:23][CH2:24][C:19](=[CH:18][C:14]4[CH:15]=[CH:16][CH:17]=[C:12]([O:11][C:8]5[CH:7]=[CH:6][C:5]([C:4]([F:3])([F:37])[F:38])=[CH:10][N:9]=5)[CH:13]=4)[CH2:20][CH2:21]3)[CH:29]=[C:30]2[CH:36]=[CH:35]1)([O:41][C:42]([CH3:45])([CH3:44])[CH3:43])([O:46][C:47]([CH3:48])([CH3:49])[CH3:50])=[O:40], predict the reactants needed to synthesize it. The reactants are: [H-].[Na+].[F:3][C:4]([F:38])([F:37])[C:5]1[CH:6]=[CH:7][C:8]([O:11][C:12]2[CH:13]=[C:14]([CH:18]=[C:19]3[CH2:24][CH2:23][CH:22]([NH:25][C:26]([C:28]4[CH:29]=[C:30]5[CH:36]=[CH:35][NH:34][C:31]5=[N:32][CH:33]=4)=[O:27])[CH2:21][CH2:20]3)[CH:15]=[CH:16][CH:17]=2)=[N:9][CH:10]=1.[P:39]([O:51][CH2:52]Cl)([O:46][C:47]([CH3:50])([CH3:49])[CH3:48])([O:41][C:42]([CH3:45])([CH3:44])[CH3:43])=[O:40].